From a dataset of Forward reaction prediction with 1.9M reactions from USPTO patents (1976-2016). Predict the product of the given reaction. (1) Given the reactants [CH3:1][O:2][C:3]([C:5]1[O:6][C:7]2[CH:13]=[CH:12][C:11]([S:14]C(=O)N(C)C)=[CH:10][C:8]=2[CH:9]=1)=[O:4].[OH-].[K+].Cl.OS(O)(=O)=O, predict the reaction product. The product is: [CH3:1][O:2][C:3]([C:5]1[O:6][C:7]2[CH:13]=[CH:12][C:11]([SH:14])=[CH:10][C:8]=2[CH:9]=1)=[O:4]. (2) Given the reactants Cl[C:2]1[CH:7]=[CH:6][N:5]=[C:4]([CH2:8][CH3:9])[C:3]=1[C:10]#[C:11][C:12]1[CH:13]=[CH:14][C:15]([NH2:18])=[N:16][CH:17]=1.[CH3:19][O:20][C:21]1[CH:22]=[C:23](B(O)O)[CH:24]=[CH:25][C:26]=1[C:27]([O:29][CH3:30])=[O:28].CC(C1C=C(C(C)C)C(C2C=CC=CC=2P(C2CCCCC2)C2CCCCC2)=C(C(C)C)C=1)C.[O-]P([O-])([O-])=O.[K+].[K+].[K+], predict the reaction product. The product is: [CH3:30][O:29][C:27](=[O:28])[C:26]1[CH:25]=[CH:24][C:23]([C:2]2[CH:7]=[CH:6][N:5]=[C:4]([CH2:8][CH3:9])[C:3]=2[C:10]#[C:11][C:12]2[CH:17]=[N:16][C:15]([NH2:18])=[CH:14][CH:13]=2)=[CH:22][C:21]=1[O:20][CH3:19]. (3) Given the reactants [Br:1][C:2]1[CH:3]=[C:4]([CH:7]=[CH:8][C:9]=1[OH:10])[CH:5]=O.[NH2:11][C:12]1[CH:17]=[C:16]([C:18]([F:21])([F:20])[F:19])[CH:15]=[CH:14][C:13]=1[SH:22], predict the reaction product. The product is: [Br:1][C:2]1[CH:3]=[C:4]([C:5]2[S:22][C:13]3[CH:14]=[CH:15][C:16]([C:18]([F:19])([F:20])[F:21])=[CH:17][C:12]=3[N:11]=2)[CH:7]=[CH:8][C:9]=1[OH:10]. (4) Given the reactants [CH2:1]([O:8][C:9](=[O:29])[C@@H:10]([NH:21][C:22]([O:24][C:25]([CH3:28])([CH3:27])[CH3:26])=[O:23])[CH2:11][C:12]1[NH:16][C:15]2[CH:17]=[CH:18][CH:19]=[CH:20][C:14]=2[N:13]=1)[C:2]1[CH:7]=[CH:6][CH:5]=[CH:4][CH:3]=1.[CH3:30][C:31]1[CH:36]=[CH:35][C:34](B(O)O)=[CH:33][CH:32]=1.N1C=CC=CC=1, predict the reaction product. The product is: [CH2:1]([O:8][C:9](=[O:29])[C@@H:10]([NH:21][C:22]([O:24][C:25]([CH3:26])([CH3:28])[CH3:27])=[O:23])[CH2:11][C:12]1[N:16]([C:34]2[CH:35]=[CH:36][C:31]([CH3:30])=[CH:32][CH:33]=2)[C:15]2[CH:17]=[CH:18][CH:19]=[CH:20][C:14]=2[N:13]=1)[C:2]1[CH:7]=[CH:6][CH:5]=[CH:4][CH:3]=1. (5) Given the reactants C([O:8][CH2:9][C@@H:10]1[CH2:14][CH2:13][S:12](=[O:16])(=[O:15])[NH:11]1)C1C=CC=CC=1.[CH:17]1([C:20]2[CH:21]=[C:22]([CH3:41])[C:23]([N:26]3[CH2:31][CH2:30][N:29]([C:32]([C:34]4[CH:39]=[CH:38][C:37](I)=[CH:36][CH:35]=4)=[O:33])[CH2:28][CH2:27]3)=[N:24][CH:25]=2)[CH2:19][CH2:18]1, predict the reaction product. The product is: [CH:17]1([C:20]2[CH:21]=[C:22]([CH3:41])[C:23]([N:26]3[CH2:31][CH2:30][N:29]([C:32]([C:34]4[CH:39]=[CH:38][C:37]([N:11]5[C@H:10]([CH2:9][OH:8])[CH2:14][CH2:13][S:12]5(=[O:15])=[O:16])=[CH:36][CH:35]=4)=[O:33])[CH2:28][CH2:27]3)=[N:24][CH:25]=2)[CH2:18][CH2:19]1. (6) Given the reactants [F:1][C:2]1[CH:3]=[CH:4][C:5]2[N:6]([CH:33]=1)[C:7](=[O:32])[C:8]([C:25]1[CH:30]=[CH:29][CH:28]=[C:27]([F:31])[CH:26]=1)=[C:9]([CH:11]([NH:13]C(C1C=CC=CC=1C(O)=O)=O)[CH3:12])[N:10]=2.CCO.Cl, predict the reaction product. The product is: [NH2:13][CH:11]([C:9]1[N:10]=[C:5]2[CH:4]=[CH:3][C:2]([F:1])=[CH:33][N:6]2[C:7](=[O:32])[C:8]=1[C:25]1[CH:30]=[CH:29][CH:28]=[C:27]([F:31])[CH:26]=1)[CH3:12]. (7) Given the reactants [C:1]([O-:4])([O-])=O.[K+].[K+].FC1C=C(F)C=C(F)C=1CBr.[CH3:18][O:19][C:20]1C(C)=[CH:24][C:23]([N:27]2[C:32](=[O:33])[N:31]([CH2:34][C:35]3[C:40]([F:41])=[CH:39][C:38]([F:42])=[CH:37][C:36]=3[F:43])[C:30]3[CH:44]=[CH:45][CH:46]=[CH:47][C:29]=3[S:28]2(=[O:49])=[O:48])=[CH:22][C:21]=1C.C[N:52](C=O)C, predict the reaction product. The product is: [CH3:1][O:4][C:21]1[CH:22]=[C:23]([N:27]2[C:32](=[O:33])[N:31]([CH2:34][C:35]3[C:40]([F:41])=[CH:39][C:38]([F:42])=[CH:37][C:36]=3[F:43])[C:30]3[CH:44]=[CH:45][CH:46]=[CH:47][C:29]=3[S:28]2(=[O:49])=[O:48])[CH:24]=[N:52][C:20]=1[O:19][CH3:18]. (8) Given the reactants [Cl:1][C:2]1[N:7]=[C:6]([NH2:8])[CH:5]=[C:4]([C:9]([F:12])([F:11])[F:10])[CH:3]=1.[CH:13]1([C:16](Cl)=[O:17])[CH2:15][CH2:14]1.C(N(CC)CC)C.C(=O)([O-])O.[Na+], predict the reaction product. The product is: [Cl:1][C:2]1[N:7]=[C:6]([NH:8][C:16]([CH:13]2[CH2:15][CH2:14]2)=[O:17])[CH:5]=[C:4]([C:9]([F:12])([F:10])[F:11])[CH:3]=1. (9) Given the reactants [C:1]1([CH2:7][O:8][C:9]2[CH:10]=[C:11]([CH2:15][CH2:16][NH2:17])[CH:12]=[CH:13][CH:14]=2)[CH:6]=[CH:5][CH:4]=[CH:3][CH:2]=1.[OH:18][C:19]1[CH:24]=[CH:23][C:22]([CH2:25][C:26](O)=[O:27])=[CH:21][CH:20]=1.C(N(CC)C(C)C)(C)C.CCN=C=NCCCN(C)C, predict the reaction product. The product is: [OH:18][C:19]1[CH:24]=[CH:23][C:22]([CH2:25][C:26]([NH:17][CH2:16][CH2:15][C:11]2[CH:12]=[CH:13][CH:14]=[C:9]([O:8][CH2:7][C:1]3[CH:2]=[CH:3][CH:4]=[CH:5][CH:6]=3)[CH:10]=2)=[O:27])=[CH:21][CH:20]=1.